From a dataset of Catalyst prediction with 721,799 reactions and 888 catalyst types from USPTO. Predict which catalyst facilitates the given reaction. (1) Reactant: C(OC([N:8]1[CH2:13][CH2:12][N:11]([CH2:14][C:15]2[S:30][C:18]3[N:19]=[C:20]([Cl:29])[N:21]=[C:22]([N:23]4[CH2:28][CH2:27][O:26][CH2:25][CH2:24]4)[C:17]=3[CH:16]=2)[CH2:10][CH2:9]1)=O)(C)(C)C.Cl. Product: [Cl:29][C:20]1[N:21]=[C:22]([N:23]2[CH2:24][CH2:25][O:26][CH2:27][CH2:28]2)[C:17]2[CH:16]=[C:15]([CH2:14][N:11]3[CH2:12][CH2:13][NH:8][CH2:9][CH2:10]3)[S:30][C:18]=2[N:19]=1. The catalyst class is: 27. (2) Reactant: CC1C=CC(S(O[CH2:12][C:13]2([CH2:31][OH:32])[O:18][C:17]3[CH:19]=[CH:20][C:21]([N+:23]([O-:25])=[O:24])=[CH:22][C:16]=3[N:15]3[C:26](=[O:30])[N:27]([CH3:29])[N:28]=[C:14]23)(=O)=O)=CC=1.C([Li])CCC. Product: [CH3:29][N:27]1[C:26](=[O:30])[N:15]2[C:16]3[CH:22]=[C:21]([N+:23]([O-:25])=[O:24])[CH:20]=[CH:19][C:17]=3[O:18][C:13]3([CH2:12][O:32][CH2:31]3)[C:14]2=[N:28]1. The catalyst class is: 1. (3) Reactant: N12CCN(CC1)CC2.C([Li])CCC.[Cl:14][C:15]1[CH:16]=[N:17][CH:18]=[CH:19][CH:20]=1.[O:21]=[C:22]1[CH2:27][CH2:26][N:25]([C:28]([O:30][C:31]([CH3:34])([CH3:33])[CH3:32])=[O:29])[CH2:24][CH2:23]1. Product: [Cl:14][C:15]1[C:16]([C:22]2([OH:21])[CH2:23][CH2:24][N:25]([C:28]([O:30][C:31]([CH3:33])([CH3:32])[CH3:34])=[O:29])[CH2:26][CH2:27]2)=[N:17][CH:18]=[CH:19][CH:20]=1. The catalyst class is: 27. (4) Reactant: [N:1]1[C:9]2[C:4](=[N:5][CH:6]=[CH:7][CH:8]=2)[N:3]([CH2:10][C:11]2[CH:22]=[CH:21][C:14]3[N:15]=[C:16](S(C)=O)[S:17][C:13]=3[CH:12]=2)[CH:2]=1.N1C2C(=NC=CC=2)N(CC2C=CC3N=C(S(C)(=O)=O)SC=3C=2)C=1.[NH2:46][C@@H:47]([CH:50]1[CH2:55][CH2:54][CH2:53][CH2:52][CH2:51]1)[CH2:48][OH:49].CCN(C(C)C)C(C)C. Product: [N:1]1[C:9]2[C:4](=[N:5][CH:6]=[CH:7][CH:8]=2)[N:3]([CH2:10][C:11]2[CH:22]=[CH:21][C:14]3[N:15]=[C:16]([NH:46][C@@H:47]([CH:50]4[CH2:55][CH2:54][CH2:53][CH2:52][CH2:51]4)[CH2:48][OH:49])[S:17][C:13]=3[CH:12]=2)[CH:2]=1. The catalyst class is: 44. (5) Reactant: [CH2:1]([C:3]1[S:29][C:6]2[N:7]([CH2:13][C:14]3[CH:19]=[CH:18][C:17]([C:20]4[C:21]([C:26]#[N:27])=[CH:22][CH:23]=[CH:24][CH:25]=4)=[CH:16][C:15]=3[F:28])[C:8](=[O:12])[NH:9][C:10](=[O:11])[C:5]=2[CH:4]=1)[CH3:2].[CH:30]([O:33][C:34]1[CH:39]=[CH:38][C:37](B(O)O)=[CH:36][CH:35]=1)([CH3:32])[CH3:31].C(N(CC)CC)C.N1C=CC=CC=1. Product: [CH2:1]([C:3]1[S:29][C:6]2[N:7]([CH2:13][C:14]3[CH:19]=[CH:18][C:17]([C:20]4[C:21]([C:26]#[N:27])=[CH:22][CH:23]=[CH:24][CH:25]=4)=[CH:16][C:15]=3[F:28])[C:8](=[O:12])[N:9]([C:37]3[CH:38]=[CH:39][C:34]([O:33][CH:30]([CH3:32])[CH3:31])=[CH:35][CH:36]=3)[C:10](=[O:11])[C:5]=2[CH:4]=1)[CH3:2]. The catalyst class is: 560. (6) Reactant: [Cl:1][C:2]1[CH:3]=[N+:4]([O-:27])[CH:5]=[C:6]([Cl:26])[C:7]=1[CH2:8][C@@H:9]([C:11]1[CH:16]=[CH:15][C:14]([O:17][CH:18]([F:20])[F:19])=[C:13]([O:21][CH2:22][CH:23]2[CH2:25][CH2:24]2)[CH:12]=1)[OH:10].[CH3:28][O:29][C:30]1[CH:31]=[C:32]([NH:38][C:39](=[O:44])[CH2:40][C:41](O)=[O:42])[CH:33]=[CH:34][C:35]=1[O:36][CH3:37].C(Cl)CCl. Product: [Cl:1][C:2]1[CH:3]=[N+:4]([O-:27])[CH:5]=[C:6]([Cl:26])[C:7]=1[CH2:8][C@@H:9]([C:11]1[CH:16]=[CH:15][C:14]([O:17][CH:18]([F:20])[F:19])=[C:13]([O:21][CH2:22][CH:23]2[CH2:25][CH2:24]2)[CH:12]=1)[O:10][C:41](=[O:42])[CH2:40][C:39]([NH:38][C:32]1[CH:33]=[CH:34][C:35]([O:36][CH3:37])=[C:30]([O:29][CH3:28])[CH:31]=1)=[O:44]. The catalyst class is: 792. (7) Reactant: [NH:1]1[C:5]([C:6]2[CH:11]=[CH:10][C:9]([NH:12][C:13]([CH:15]3[CH:19]([C:20]4[CH:25]=[CH:24][CH:23]=[C:22]([Cl:26])[C:21]=4[CH3:27])[C:18]([C:30]4[CH:35]=[CH:34][C:33]([Cl:36])=[CH:32][C:31]=4[F:37])([C:28]#[N:29])[CH:17]([CH2:38][C:39]([CH3:42])([CH3:41])[CH3:40])[NH:16]3)=[O:14])=[CH:8][CH:7]=2)=[N:4][N:3]=[N:2]1.[C:43](=O)(O)[O-].[Na+].S(OC)(OC)(=O)=O. Product: [CH3:43][N:4]1[C:5]([C:6]2[CH:7]=[CH:8][C:9]([NH:12][C:13]([CH:15]3[CH:19]([C:20]4[CH:25]=[CH:24][CH:23]=[C:22]([Cl:26])[C:21]=4[CH3:27])[C:18]([C:30]4[CH:35]=[CH:34][C:33]([Cl:36])=[CH:32][C:31]=4[F:37])([C:28]#[N:29])[CH:17]([CH2:38][C:39]([CH3:42])([CH3:41])[CH3:40])[NH:16]3)=[O:14])=[CH:10][CH:11]=2)=[N:1][N:2]=[N:3]1. The catalyst class is: 21.